Dataset: Full USPTO retrosynthesis dataset with 1.9M reactions from patents (1976-2016). Task: Predict the reactants needed to synthesize the given product. (1) Given the product [F:20][C:15]1[CH:16]=[CH:17][CH:18]=[CH:19][C:14]=1[N:6]1[C:7]2[CH:13]=[CH:12][CH:11]=[CH:10][C:8]=2[CH2:9][N:4]([CH2:3][CH2:2][NH:24][CH3:23])[S:5]1(=[O:22])=[O:21], predict the reactants needed to synthesize it. The reactants are: Br[CH2:2][CH2:3][N:4]1[CH2:9][C:8]2[CH:10]=[CH:11][CH:12]=[CH:13][C:7]=2[N:6]([C:14]2[CH:19]=[CH:18][CH:17]=[CH:16][C:15]=2[F:20])[S:5]1(=[O:22])=[O:21].[CH3:23][NH2:24]. (2) Given the product [C:26]([N:9]([CH2:8][C:6]1[CH:5]=[CH:4][CH:3]=[C:2]([Br:1])[N:7]=1)[CH2:10][C:11]([NH:13][CH:14]1[CH2:18][CH2:17][CH2:16][CH2:15]1)=[O:12])(=[O:28])[CH3:27], predict the reactants needed to synthesize it. The reactants are: [Br:1][C:2]1[N:7]=[C:6]([CH2:8][NH:9][CH2:10][C:11]([NH:13][CH:14]2[CH2:18][CH2:17][CH2:16][CH2:15]2)=[O:12])[CH:5]=[CH:4][CH:3]=1.C(N(CC)CC)C.[C:26](Cl)(=[O:28])[CH3:27]. (3) Given the product [CH2:34]([NH:36][C:37]1[CH:42]=[C:41]([C:2]2[CH:11]=[CH:10][C:9]3[N:8]=[CH:7][C:6]4[N:12]([CH3:33])[C:13](=[O:32])[N:14]([C:15]5[C:16]([CH3:31])=[N:17][N:18]([CH2:21][CH2:22][OH:23])[C:19]=5[CH3:20])[C:5]=4[C:4]=3[CH:3]=2)[CH:40]=[N:39][C:38]=1[CH3:52])[CH3:35], predict the reactants needed to synthesize it. The reactants are: Br[C:2]1[CH:11]=[CH:10][C:9]2[N:8]=[CH:7][C:6]3[N:12]([CH3:33])[C:13](=[O:32])[N:14]([C:15]4[C:16]([CH3:31])=[N:17][N:18]([CH2:21][CH2:22][O:23][Si](C(C)(C)C)(C)C)[C:19]=4[CH3:20])[C:5]=3[C:4]=2[CH:3]=1.[CH2:34]([NH:36][C:37]1[C:38]([CH3:52])=[N:39][CH:40]=[C:41](B2OC(C)(C)C(C)(C)O2)[CH:42]=1)[CH3:35]. (4) Given the product [F:29][C:24]1[CH:25]=[CH:26][CH:27]=[C:28]2[C:23]=1[CH:22]=[CH:21][N:20]2[S:17]([C:15]1[CH:14]=[CH:13][C:12]([O:30][CH3:31])=[C:11]([N:8]2[CH2:9][CH2:10][NH:5][CH2:6][CH2:7]2)[CH:16]=1)(=[O:19])=[O:18], predict the reactants needed to synthesize it. The reactants are: ClC(Cl)(Cl)C([N:5]1[CH2:10][CH2:9][N:8]([C:11]2[CH:16]=[C:15]([S:17]([N:20]3[C:28]4[C:23](=[C:24]([F:29])[CH:25]=[CH:26][CH:27]=4)[CH:22]=[CH:21]3)(=[O:19])=[O:18])[CH:14]=[CH:13][C:12]=2[O:30][CH3:31])[CH2:7][CH2:6]1)=O.[OH-].[K+]. (5) Given the product [O:1]1[C:5]2=[CH:6][C:7]3[CH2:8][CH2:9][CH2:10][NH:11][C:12]=3[CH:13]=[C:4]2[O:3][CH2:2]1, predict the reactants needed to synthesize it. The reactants are: [O:1]1[C:5]2=[CH:6][C:7]3[CH2:8][CH2:9][C:10](=O)[NH:11][C:12]=3[CH:13]=[C:4]2[O:3][CH2:2]1.